This data is from Forward reaction prediction with 1.9M reactions from USPTO patents (1976-2016). The task is: Predict the product of the given reaction. (1) Given the reactants C([O:8][CH2:9][CH2:10][P:11](=[O:32])([CH2:22][CH2:23][O:24]CC1C=CC=CC=1)[CH2:12][CH2:13][O:14]CC1C=CC=CC=1)C1C=CC=CC=1, predict the reaction product. The product is: [OH:8][CH2:9][CH2:10][P:11](=[O:32])([CH2:22][CH2:23][OH:24])[CH2:12][CH2:13][OH:14]. (2) The product is: [F:52][C:41]1[C:40]([NH:39][C@@H:32]([C:31]([CH3:36])([CH3:35])[CH3:30])[CH2:33][OH:34])=[CH:48][C:45]([C:10]2[C:4]3[C:5](=[N:6][CH:7]=[C:2]([F:1])[CH:3]=3)[N:8]([S:20]([C:23]3[CH:24]=[CH:25][C:26]([CH3:29])=[CH:27][CH:28]=3)(=[O:22])=[O:21])[CH:9]=2)=[N:44][CH:42]=1. Given the reactants [F:1][C:2]1[CH:3]=[C:4]2[C:10](B3OC(C)(C)C(C)(C)O3)=[CH:9][N:8]([S:20]([C:23]3[CH:28]=[CH:27][C:26]([CH3:29])=[CH:25][CH:24]=3)(=[O:22])=[O:21])[C:5]2=[N:6][CH:7]=1.[CH3:30][C:31]([CH3:36])([CH3:35])[CH2:32][CH2:33][OH:34].ClC1N=[C:42]([NH:44][C@@H:45]([C:48](C)(C)C)CO)[C:41]([F:52])=[CH:40][N:39]=1.[O-]P([O-])([O-])=O.[K+].[K+].[K+], predict the reaction product. (3) Given the reactants [Ge](F)(F)(F)F.ClC(Cl)(Cl)C(Cl)(Cl)Cl.[Al+3].[Cl-].[Cl-].[Cl-].[Cl:18][C:19]([Cl:25])(Cl)[C:20]([F:23])([F:22])[F:21].[Cl:26][C:27]([F:33])([F:32])[C:28]([F:31])([F:30])[F:29], predict the reaction product. The product is: [C:20]([F:23])([F:22])([F:21])[C:19]([Cl:25])([Cl:18])[F:29].[C:28]([F:31])([F:30])([F:29])[C:27]([Cl:26])([F:33])[F:32]. (4) The product is: [Br:1][C:2]1[CH:7]=[CH:6][N:5]([CH2:14][CH2:15][C:16]([CH3:18])([CH3:19])[CH3:17])[C:4](=[O:8])[CH:3]=1. Given the reactants [Br:1][C:2]1[CH:7]=[CH:6][N:5]=[C:4]([OH:8])[CH:3]=1.[H-].[Na+].[Br-].[Li+].Br[CH2:14][CH2:15][CH:16]([CH3:18])[CH3:17].[CH3:19]N(C=O)C, predict the reaction product. (5) Given the reactants [OH:1][CH:2]1[CH2:20][CH:19]2[N:4]([C:5](=[O:39])[CH:6]([NH:31][C:32]([O:34][C:35]([CH3:38])([CH3:37])[CH3:36])=[O:33])[CH2:7][O:8][CH2:9][CH2:10][CH2:11][CH:12]=[CH:13][CH:14]3[C:16]([C:22]([NH:24][S:25]([CH:28]4[CH2:30][CH2:29]4)(=[O:27])=[O:26])=[O:23])([NH:17][C:18]2=[O:21])[CH2:15]3)[CH2:3]1.[O:40]([C:47]1[CH:55]=[CH:54][C:50]([C:51](Cl)=[O:52])=[CH:49][CH:48]=1)[C:41]1[CH:46]=[CH:45][CH:44]=[CH:43][CH:42]=1, predict the reaction product. The product is: [O:40]([C:47]1[CH:48]=[CH:49][C:50]([C:51]([O:1][CH:2]2[CH2:20][CH:19]3[N:4]([C:5](=[O:39])[CH:6]([NH:31][C:32]([O:34][C:35]([CH3:36])([CH3:38])[CH3:37])=[O:33])[CH2:7][O:8][CH2:9][CH2:10][CH2:11][CH:12]=[CH:13][CH:14]4[C:16]([C:22]([NH:24][S:25]([CH:28]5[CH2:29][CH2:30]5)(=[O:26])=[O:27])=[O:23])([NH:17][C:18]3=[O:21])[CH2:15]4)[CH2:3]2)=[O:52])=[CH:54][CH:55]=1)[C:41]1[CH:42]=[CH:43][CH:44]=[CH:45][CH:46]=1. (6) Given the reactants C([Sn]([C:14]1[N:15]=[N:16][CH:17]=[CH:18][CH:19]=1)(CCCC)CCCC)CCC.Br[C:21]1[CH:26]=[CH:25][C:24]([C@H:27]2[CH2:44][C@@:42]3([CH3:43])[C@@H:38]([CH2:39][C@@H:40]([CH3:50])[C@@H:41]3[C:45]([CH:47]3[CH2:49][CH2:48]3)=[O:46])[C@H:37]3[C:28]2=[C:29]2[C:34]([CH2:35][CH2:36]3)=[CH:33][C:32](=[O:51])[CH2:31][CH2:30]2)=[CH:23][CH:22]=1.O, predict the reaction product. The product is: [CH:47]1([C:45]([C@H:41]2[C@H:40]([CH3:50])[CH2:39][C@H:38]3[C@H:37]4[C:28]([C@@H:27]([C:24]5[CH:25]=[CH:26][C:21]([C:18]6[CH:19]=[CH:14][N:15]=[N:16][CH:17]=6)=[CH:22][CH:23]=5)[CH2:44][C@:42]23[CH3:43])=[C:29]2[C:34](=[CH:33][C:32](=[O:51])[CH2:31][CH2:30]2)[CH2:35][CH2:36]4)=[O:46])[CH2:49][CH2:48]1. (7) Given the reactants C(N(CC)C(C)C)(C)C.C([N:13]1[C:21]2[C:16](=[CH:17][C:18](Br)=[CH:19][CH:20]=2)[C:15]([CH3:23])=[N:14]1)(=O)C.[CH3:24][OH:25].CN([CH:29]=[O:30])C, predict the reaction product. The product is: [CH3:23][C:15]1[C:16]2[C:21](=[CH:20][CH:19]=[C:18]([C:24]([O:30][CH3:29])=[O:25])[CH:17]=2)[NH:13][N:14]=1. (8) Given the reactants [Cl:1][C:2]1[CH:8]=[CH:7][CH:6]=[CH:5][C:3]=1[NH2:4].[CH2:9]([Li])CCC.IC, predict the reaction product. The product is: [Cl:1][C:2]1[CH:8]=[CH:7][CH:6]=[CH:5][C:3]=1[NH:4][CH3:9]. (9) Given the reactants [CH:1]1([N:13]2[CH2:28][CH2:27][C:16]3([N:20]([C:21]4[CH:26]=[CH:25][CH:24]=[CH:23][CH:22]=4)[CH2:19][CH2:18][CH2:17]3)[CH2:15][CH2:14]2)[C:11]2=[C:12]3[C:7](=[CH:8][CH:9]=[CH:10]2)[CH:6]=[CH:5][CH:4]=[C:3]3[CH2:2]1.C(OCC)C.CO.[ClH:36], predict the reaction product. The product is: [ClH:36].[CH:1]1([N:13]2[CH2:28][CH2:27][C:16]3([N:20]([C:21]4[CH:26]=[CH:25][CH:24]=[CH:23][CH:22]=4)[CH2:19][CH2:18][CH2:17]3)[CH2:15][CH2:14]2)[C:11]2=[C:12]3[C:7](=[CH:8][CH:9]=[CH:10]2)[CH:6]=[CH:5][CH:4]=[C:3]3[CH2:2]1. (10) Given the reactants [CH3:1][NH:2][C:3](C1N(CC2N3C=C(C)C=CC3=NC=2C2C=CC(C)=CC=2)N=CN=1)=O.[Cl:28][C:29]1[CH:34]=[CH:33][C:32]([C:35]2[N:36]=[C:37]3[CH:42]=[CH:41][CH:40]=[CH:39][N:38]3[C:43]=2[CH2:44][N:45]2[CH:49]=[N:48][C:47]([C:50](OC)=[O:51])=[N:46]2)=[CH:31][CH:30]=1.CNC, predict the reaction product. The product is: [Cl:28][C:29]1[CH:34]=[CH:33][C:32]([C:35]2[N:36]=[C:37]3[CH:42]=[CH:41][CH:40]=[CH:39][N:38]3[C:43]=2[CH2:44][N:45]2[CH:49]=[N:48][C:47]([C:50]([N:2]([CH3:3])[CH3:1])=[O:51])=[N:46]2)=[CH:31][CH:30]=1.